This data is from Blood-brain barrier permeability classification from the B3DB database. The task is: Regression/Classification. Given a drug SMILES string, predict its absorption, distribution, metabolism, or excretion properties. Task type varies by dataset: regression for continuous measurements (e.g., permeability, clearance, half-life) or binary classification for categorical outcomes (e.g., BBB penetration, CYP inhibition). Dataset: b3db_classification. (1) The compound is Cc1c(C)c2c(c(C)c1O)CC[C@](C)(CCC[C@@H](C)CCC[C@@H](C)CCCC(C)C)O2. The result is 1 (penetrates BBB). (2) The drug is Cc1ccc(S(=O)(=O)[C@@H]2[C@H](c3ccccc3)C2(CN)CN)cc1. The result is 1 (penetrates BBB). (3) The molecule is CC(=O)Oc1ccc2c3c1OC1C(OC(C)=O)C=CC4C(C2)N(C)CCC341. The result is 1 (penetrates BBB). (4) The compound is CC1(C)S[C@@H]2[C@H](NC(=O)COc3ccccc3)C(=O)N2[C@H]1C(=O)O. The result is 0 (does not penetrate BBB). (5) The molecule is [N-]=[N+]=O. The result is 1 (penetrates BBB). (6) The molecule is CC1(C)SC2C(NC(=O)C(NC(=O)c3ccc(-c4ccc(S(=O)(=O)N(CCO)CCO)cc4)[nH]c3=O)c3ccc(O)cc3)C(=O)N2C1C(=O)O. The result is 0 (does not penetrate BBB).